This data is from Catalyst prediction with 721,799 reactions and 888 catalyst types from USPTO. The task is: Predict which catalyst facilitates the given reaction. Reactant: [NH2:1][C:2]1[N:7]=[CH:6][N:5]=[C:4]([NH:8][C@H:9]([C:11]2[N:16]([C:17]3[CH:22]=[CH:21][CH:20]=[CH:19][CH:18]=3)[C:15](=[O:23])[C:14]3=[C:24]([CH3:27])[CH:25]=[CH:26][N:13]3[N:12]=2)[CH3:10])[C:3]=1[C:28]1[CH:36]=[C:35]2[C:31]([CH:32]=[CH:33][N:34]2[S:37]([C:40]2[CH:45]=[CH:44][C:43]([O:46]C)=[CH:42][CH:41]=2)(=[O:39])=[O:38])=[CH:30][CH:29]=1.B(Br)(Br)Br. Product: [NH2:1][C:2]1[N:7]=[CH:6][N:5]=[C:4]([NH:8][C@H:9]([C:11]2[N:16]([C:17]3[CH:22]=[CH:21][CH:20]=[CH:19][CH:18]=3)[C:15](=[O:23])[C:14]3=[C:24]([CH3:27])[CH:25]=[CH:26][N:13]3[N:12]=2)[CH3:10])[C:3]=1[C:28]1[CH:36]=[C:35]2[C:31]([CH:32]=[CH:33][N:34]2[S:37]([C:40]2[CH:41]=[CH:42][C:43]([OH:46])=[CH:44][CH:45]=2)(=[O:38])=[O:39])=[CH:30][CH:29]=1. The catalyst class is: 96.